From a dataset of Catalyst prediction with 721,799 reactions and 888 catalyst types from USPTO. Predict which catalyst facilitates the given reaction. (1) Reactant: C(N[C:9]([C:11]1[CH:12]=[CH:13][C:14]([Cl:38])=[C:15]([NH:17]C(C2C(=O)NC3N=C(N4CCN(C)CC4)N=CC=3C=2)=O)[CH:16]=1)=[O:10])C1C=CC=CC=1.[F:39][C:40]1[CH:47]=[CH:46][C:45]([F:48])=[CH:44][C:41]=1[CH2:42][NH2:43].C(N(CC)CC)C.CN(C)C=O. Product: [NH2:17][C:15]1[CH:16]=[C:11]([CH:12]=[CH:13][C:14]=1[Cl:38])[C:9]([NH:43][CH2:42][C:41]1[CH:44]=[C:45]([F:48])[CH:46]=[CH:47][C:40]=1[F:39])=[O:10]. The catalyst class is: 4. (2) Reactant: [CH3:1][C:2]1[C:7]([NH2:8])=[CH:6][CH:5]=[C:4]([N:9]2[CH2:13][CH2:12][C@@H:11]([N:14]3[CH2:18][CH2:17][CH2:16][C@@H:15]3[CH3:19])[CH2:10]2)[N:3]=1.N1C=CC=CC=1.[F:26][C:27]1[CH:28]=[CH:29][C:30]([CH3:36])=[C:31]([CH:35]=1)[C:32](Cl)=[O:33].C(O)C(N)(CO)CO. Product: [F:26][C:27]1[CH:28]=[CH:29][C:30]([CH3:36])=[C:31]([CH:35]=1)[C:32]([NH:8][C:7]1[C:2]([CH3:1])=[N:3][C:4]([N:9]2[CH2:13][CH2:12][C@@H:11]([N:14]3[CH2:18][CH2:17][CH2:16][C@@H:15]3[CH3:19])[CH2:10]2)=[CH:5][CH:6]=1)=[O:33]. The catalyst class is: 26. (3) Reactant: [C:1]([O:12][CH2:13][CH:14]=[CH2:15])(=[O:11])[CH2:2][NH:3][CH2:4][C:5]([O:7][CH2:8][CH:9]=[CH2:10])=[O:6].[C:16]1(=[O:22])[O:21][C:19](=[O:20])[CH2:18][CH2:17]1. Product: [CH2:13]([O:12][C:1]([CH2:2][N:3]([CH2:4][C:5]([O:7][CH2:8][CH:9]=[CH2:10])=[O:6])[C:16]([CH2:17][CH2:18][C:19]([OH:21])=[O:20])=[O:22])=[O:11])[CH:14]=[CH2:15]. The catalyst class is: 22. (4) Reactant: Cl[C:2]1[N:3]=[C:4]([NH:15][CH3:16])[C:5]2[N:11]=[C:10]([Cl:12])[N:9]=[C:8]([NH:13][CH3:14])[C:6]=2[N:7]=1.[CH2:17]([NH2:20])[CH2:18][CH3:19]. Product: [Cl:12][C:10]1[N:9]=[C:8]([NH:13][CH3:14])[C:6]2[N:7]=[C:2]([NH:20][CH2:17][CH2:18][CH3:19])[N:3]=[C:4]([NH:15][CH3:16])[C:5]=2[N:11]=1. The catalyst class is: 51. (5) Reactant: C(OC([NH:8][CH2:9][CH2:10][N:11]1[C:16](=[O:17])[N:15]=[C:14]([NH:18][C:19]2[CH:24]=[CH:23][C:22]([O:25][CH:26]([CH3:28])[CH3:27])=[C:21]([F:29])[CH:20]=2)[N:13]([CH2:30][C:31]2[CH:36]=[CH:35][C:34]([Cl:37])=[CH:33][CH:32]=2)[C:12]1=[O:38])=O)(C)(C)C.Cl. Product: [ClH:37].[NH2:8][CH2:9][CH2:10][N:11]1[C:16](=[O:17])[N:15]=[C:14]([NH:18][C:19]2[CH:24]=[CH:23][C:22]([O:25][CH:26]([CH3:27])[CH3:28])=[C:21]([F:29])[CH:20]=2)[N:13]([CH2:30][C:31]2[CH:32]=[CH:33][C:34]([Cl:37])=[CH:35][CH:36]=2)[C:12]1=[O:38]. The catalyst class is: 12.